This data is from Forward reaction prediction with 1.9M reactions from USPTO patents (1976-2016). The task is: Predict the product of the given reaction. Given the reactants Br[C:2]1[CH:9]=[CH:8][C:5]([C:6]#[N:7])=[CH:4][CH:3]=1.[F:10][C:11]([F:22])([F:21])[C:12]1[CH:18]=[C:17]([O:19][CH3:20])[CH:16]=[CH:15][C:13]=1[NH2:14], predict the reaction product. The product is: [CH3:20][O:19][C:17]1[CH:16]=[CH:15][C:13]([NH:14][C:2]2[CH:9]=[CH:8][C:5]([C:6]#[N:7])=[CH:4][CH:3]=2)=[C:12]([C:11]([F:10])([F:21])[F:22])[CH:18]=1.